From a dataset of Peptide-MHC class I binding affinity with 185,985 pairs from IEDB/IMGT. Regression. Given a peptide amino acid sequence and an MHC pseudo amino acid sequence, predict their binding affinity value. This is MHC class I binding data. The peptide sequence is RQPQNGQFI. The MHC is H-2-Db with pseudo-sequence H-2-Db. The binding affinity (normalized) is 0.800.